From a dataset of Peptide-MHC class I binding affinity with 185,985 pairs from IEDB/IMGT. Regression. Given a peptide amino acid sequence and an MHC pseudo amino acid sequence, predict their binding affinity value. This is MHC class I binding data. (1) The peptide sequence is LRGKWQRRYR. The MHC is HLA-B54:01 with pseudo-sequence HLA-B54:01. The binding affinity (normalized) is 0.00358. (2) The peptide sequence is ATPQDLNTM. The MHC is HLA-B07:02 with pseudo-sequence HLA-B07:02. The binding affinity (normalized) is 0.139. (3) The peptide sequence is AENLWVTVQ. The MHC is Mamu-A11 with pseudo-sequence Mamu-A11. The binding affinity (normalized) is 0.220. (4) The peptide sequence is WNKQFIKPV. The MHC is H-2-Kb with pseudo-sequence H-2-Kb. The binding affinity (normalized) is 0.420. (5) The peptide sequence is YTMELCGAM. The MHC is HLA-C06:02 with pseudo-sequence HLA-C06:02. The binding affinity (normalized) is 0.0847. (6) The peptide sequence is ILNRRRRTA. The MHC is HLA-B08:01 with pseudo-sequence HLA-B08:01. The binding affinity (normalized) is 0.539. (7) The peptide sequence is MTMLTRWKI. The MHC is HLA-B15:42 with pseudo-sequence HLA-B15:42. The binding affinity (normalized) is 0.213. (8) The peptide sequence is ERLKIRGSL. The MHC is HLA-A31:01 with pseudo-sequence HLA-A31:01. The binding affinity (normalized) is 0.